This data is from Full USPTO retrosynthesis dataset with 1.9M reactions from patents (1976-2016). The task is: Predict the reactants needed to synthesize the given product. Given the product [F:1][C:2]1[CH:7]=[CH:6][C:5]([C:8]2[S:16][C:15]3[C:14](=[O:17])[N:13]([CH:18]4[CH2:23][CH2:22][N:21]([C:24]([O:26][C:27]([CH3:28])([CH3:29])[CH3:30])=[O:25])[CH2:20][CH2:19]4)[C:12](=[O:31])[N:11]([CH2:35][C:36]4[O:40][N:39]=[C:38]([CH2:41][O:42][CH3:43])[N:37]=4)[C:10]=3[CH:9]=2)=[C:4]([O:32][CH3:33])[CH:3]=1, predict the reactants needed to synthesize it. The reactants are: [F:1][C:2]1[CH:7]=[CH:6][C:5]([C:8]2[S:16][C:15]3[C:14](=[O:17])[N:13]([CH:18]4[CH2:23][CH2:22][N:21]([C:24]([O:26][C:27]([CH3:30])([CH3:29])[CH3:28])=[O:25])[CH2:20][CH2:19]4)[C:12](=[O:31])[NH:11][C:10]=3[CH:9]=2)=[C:4]([O:32][CH3:33])[CH:3]=1.Cl[CH2:35][C:36]1[O:40][N:39]=[C:38]([CH2:41][O:42][CH3:43])[N:37]=1.C(=O)([O-])[O-].[K+].[K+].